From a dataset of Reaction yield outcomes from USPTO patents with 853,638 reactions. Predict the reaction yield, written as a fraction of the theoretical maximum amount of product (1.0 means a 100% yield; for example, 0.34 means a 34% yield). (1) The reactants are C([O:3][C:4](=[O:36])[CH:5]([O:7][P:8]([CH2:17][C:18]([CH3:35])=[CH:19][CH2:20][C:21]1[C:22]([OH:34])=[C:23]2[C:27](=[C:28]([CH3:32])[C:29]=1[O:30][CH3:31])[CH2:26][O:25][C:24]2=[O:33])([O:10][C:11]1[CH:16]=[CH:15][CH:14]=[CH:13][CH:12]=1)=[O:9])[CH3:6])C.[OH-].[Na+]. The catalyst is C1COCC1. The product is [OH:34][C:22]1[C:21]([CH2:20][CH:19]=[C:18]([CH3:35])[CH2:17][P:8]([O:10][C:11]2[CH:12]=[CH:13][CH:14]=[CH:15][CH:16]=2)([O:7][CH:5]([CH3:6])[C:4]([OH:36])=[O:3])=[O:9])=[C:29]([O:30][CH3:31])[C:28]([CH3:32])=[C:27]2[C:23]=1[C:24](=[O:33])[O:25][CH2:26]2. The yield is 0.770. (2) The reactants are CCN(C(C)C)C(C)C.I[CH2:11][CH2:12][CH2:13][CH2:14][CH2:15][CH2:16][CH2:17][CH2:18][CH2:19][CH2:20][CH2:21][CH2:22][CH2:23][CH2:24][CH2:25][CH3:26].[CH3:27][C@@H:28]([C:31]([N:33]1[C@H:37]([C:38]([OH:40])=[O:39])[CH2:36][CH2:35][CH2:34]1)=[O:32])[CH2:29][SH:30].C1CCN2C(=NCCC2)CC1. The catalyst is O1CCCC1. The product is [CH2:11]([S:30][CH2:29][C@@H:28]([CH3:27])[C:31]([N:33]1[CH2:34][CH2:35][CH2:36][C@H:37]1[C:38]([OH:40])=[O:39])=[O:32])[CH2:12][CH2:13][CH2:14][CH2:15][CH2:16][CH2:17][CH2:18][CH2:19][CH2:20][CH2:21][CH2:22][CH2:23][CH2:24][CH2:25][CH3:26]. The yield is 0.480. (3) The reactants are [Br:1][C:2]1[CH:3]=[CH:4][C:5]([OH:10])=[C:6]([CH:9]=1)[C:7]#[N:8].[H-].[Na+].Br[CH2:14][CH2:15][O:16][CH:17]1[CH2:22][CH2:21][CH2:20][CH2:19][O:18]1. The catalyst is CN(C=O)C.C(Cl)Cl. The product is [Br:1][C:2]1[CH:3]=[CH:4][C:5]([O:10][CH2:14][CH2:15][O:16][CH:17]2[CH2:22][CH2:21][CH2:20][CH2:19][O:18]2)=[C:6]([CH:9]=1)[C:7]#[N:8]. The yield is 0.0975. (4) The reactants are [Cl:1][C:2]1[CH:3]=[C:4]([N:9]=[C:10]([C:13]2[N:14]=[N:15][S:16][C:17]=2[CH2:18][O:19][Si:20]([CH:27]([CH3:29])[CH3:28])([CH:24]([CH3:26])[CH3:25])[CH:21]([CH3:23])[CH3:22])SC)[CH:5]=[CH:6][C:7]=1[F:8].[NH2:30][OH:31]. The catalyst is CCO. The product is [Cl:1][C:2]1[CH:3]=[C:4]([NH:9][C:10]([C:13]2[N:14]=[N:15][S:16][C:17]=2[CH2:18][O:19][Si:20]([CH:27]([CH3:29])[CH3:28])([CH:24]([CH3:26])[CH3:25])[CH:21]([CH3:23])[CH3:22])=[N:30][OH:31])[CH:5]=[CH:6][C:7]=1[F:8]. The yield is 0.980. (5) The reactants are [H-].[Na+:2].[C:3]([O:9][CH2:10][CH3:11])(=[O:8])[CH2:4][C:5]([CH3:7])=O.Cl[CH2:13][C:14](=[O:20])[CH2:15][C:16]([O:18][CH3:19])=[O:17]. The yield is 0.980. The product is [CH2:10]([O:9][C:3]([C:4]1[CH2:13][C:14]([O-:20])=[C:15]([C:16]([O:18][CH3:19])=[O:17])[C:5]=1[CH3:7])=[O:8])[CH3:11].[Na+:2]. The catalyst is C1COCC1. (6) The yield is 0.800. The product is [O:10]=[C:1]1[C:2]2[CH:8]=[CH:7][CH:6]=[CH:5][C:3]=2[S:4][C:12]([C:14]2[N:19]=[C:18]([C:20]([O:22][CH2:23][CH3:24])=[O:21])[CH:17]=[CH:16][CH:15]=2)=[N:13]1. The catalyst is C1(C)C=CC=CC=1. The reactants are [C:1]([O:10]C)(=O)[C:2]1[C:3](=[CH:5][CH:6]=[CH:7][CH:8]=1)[SH:4].[C:12]([C:14]1[N:19]=[C:18]([C:20]([O:22][CH2:23][CH3:24])=[O:21])[CH:17]=[CH:16][CH:15]=1)#[N:13].C(N(CC)CC)C. (7) The reactants are [CH3:1][O:2][C:3]1[CH:14]=[CH:13][C:6]2[C:7](=[O:12])[NH:8][CH2:9][CH2:10][CH2:11][C:5]=2[CH:4]=1.[H-].[Na+].[CH2:17](I)[CH3:18]. The catalyst is C1COCC1. The product is [CH2:17]([N:8]1[CH2:9][CH2:10][CH2:11][C:5]2[CH:4]=[C:3]([O:2][CH3:1])[CH:14]=[CH:13][C:6]=2[C:7]1=[O:12])[CH3:18]. The yield is 0.680. (8) The reactants are Cl.Cl.[NH2:3][CH2:4][C:5]1[C:14]([O:15][C@@H:16]([C:23]2[CH:28]=[CH:27][CH:26]=[CH:25][CH:24]=2)[CH2:17][N:18]2[CH:22]=[CH:21][N:20]=[CH:19]2)=[CH:13][CH:12]=[C:11]2[C:6]=1[CH2:7][CH2:8][CH2:9][C:10]2=[O:29].[CH3:30][O:31][C:32]1[CH:37]=[CH:36][C:35]([S:38](Cl)(=[O:40])=[O:39])=[CH:34][CH:33]=1. The catalyst is C(Cl)Cl.N1C=CC=CC=1. The product is [N:18]1([CH2:17][C@H:16]([C:23]2[CH:24]=[CH:25][CH:26]=[CH:27][CH:28]=2)[O:15][C:14]2[CH:13]=[CH:12][C:11]3[C:10](=[O:29])[CH2:9][CH2:8][CH2:7][C:6]=3[C:5]=2[CH2:4][NH:3][S:38]([C:35]2[CH:34]=[CH:33][C:32]([O:31][CH3:30])=[CH:37][CH:36]=2)(=[O:40])=[O:39])[CH:22]=[CH:21][N:20]=[CH:19]1. The yield is 0.660.